This data is from Full USPTO retrosynthesis dataset with 1.9M reactions from patents (1976-2016). The task is: Predict the reactants needed to synthesize the given product. (1) The reactants are: [NH2:1][C:2](=[O:27])[CH2:3][C:4]1([NH:19]C(OC(C)(C)C)=O)[CH2:8][CH2:7][N:6]([C:9]([O:11][CH2:12][C:13]2[CH:18]=[CH:17][CH:16]=[CH:15][CH:14]=2)=[O:10])[CH2:5]1.[ClH:28]. Given the product [ClH:28].[NH2:19][C:4]1([CH2:3][C:2]([NH2:1])=[O:27])[CH2:8][CH2:7][N:6]([C:9]([O:11][CH2:12][C:13]2[CH:14]=[CH:15][CH:16]=[CH:17][CH:18]=2)=[O:10])[CH2:5]1, predict the reactants needed to synthesize it. (2) Given the product [C:22]([NH:21][C:19]([C:18]1[C:12]2[C:13](=[N:14][CH:15]=[C:10]([NH:8][C:5]3[CH:4]=[CH:3][C:2]([CH3:1])=[CH:7][N:6]=3)[N:11]=2)[N:16]([CH2:26][O:27][CH2:28][CH2:29][Si:30]([CH3:33])([CH3:32])[CH3:31])[CH:17]=1)=[O:20])([CH3:25])([CH3:24])[CH3:23], predict the reactants needed to synthesize it. The reactants are: [CH3:1][C:2]1[CH:3]=[CH:4][C:5]([NH2:8])=[N:6][CH:7]=1.Br[C:10]1[N:11]=[C:12]2[C:18]([C:19]([NH:21][C:22]([CH3:25])([CH3:24])[CH3:23])=[O:20])=[CH:17][N:16]([CH2:26][O:27][CH2:28][CH2:29][Si:30]([CH3:33])([CH3:32])[CH3:31])[C:13]2=[N:14][CH:15]=1.CC(C)([O-])C.[Na+].CN(C=O)C. (3) The reactants are: [CH3:1][N:2]1[CH2:7][CH:6]([OH:8])[C:5]2[CH:9]=[CH:10][O:11][C:4]=2[CH2:3]1.[Cl:12][C:13]1[C:18]([CH3:19])=[CH:17][C:16](F)=[CH:15][C:14]=1[CH3:21]. Given the product [ClH:12].[Cl:12][C:13]1[C:18]([CH3:19])=[CH:17][C:16]([O:8][CH:6]2[CH2:7][N:2]([CH3:1])[CH2:3][C:4]3[O:11][CH:10]=[CH:9][C:5]2=3)=[CH:15][C:14]=1[CH3:21], predict the reactants needed to synthesize it.